This data is from Forward reaction prediction with 1.9M reactions from USPTO patents (1976-2016). The task is: Predict the product of the given reaction. (1) Given the reactants [CH2:1]([N:3]([CH2:23][CH3:24])[CH2:4][CH2:5][NH:6][C:7]([C:9]1[C:10]([CH3:22])=[C:11](C(OC(C)(C)C)=O)[NH:12][C:13]=1[CH3:14])=[O:8])[CH3:2].OS(O)(=O)=O.CO.[OH-].[Na+], predict the reaction product. The product is: [CH2:23]([N:3]([CH2:1][CH3:2])[CH2:4][CH2:5][NH:6][C:7]([C:9]1[C:10]([CH3:22])=[CH:11][NH:12][C:13]=1[CH3:14])=[O:8])[CH3:24]. (2) Given the reactants [CH2:1]([N:8]1[C:13](=[O:14])[CH:12]=[C:11]([O:15][CH2:16][CH:17](OCC)[O:18][CH2:19][CH3:20])[NH:10][C:9]1=[O:24])[C:2]1[CH:7]=[CH:6][CH:5]=[CH:4][CH:3]=1.O.C1(C)C=CC(S(O)(=O)=O)=CC=1, predict the reaction product. The product is: [CH2:1]([N:8]1[C:13](=[O:14])[CH:12]=[C:11]2[O:15][CH2:16][CH:17]([O:18][CH2:19][CH3:20])[N:10]2[C:9]1=[O:24])[C:2]1[CH:7]=[CH:6][CH:5]=[CH:4][CH:3]=1.